Dataset: Catalyst prediction with 721,799 reactions and 888 catalyst types from USPTO. Task: Predict which catalyst facilitates the given reaction. (1) Reactant: [C:1]1([C:7]2[NH:8][C:9]3[C:14]([CH:15]=2)=[CH:13][CH:12]=[CH:11][CH:10]=3)[CH:6]=[CH:5][CH:4]=[CH:3][CH:2]=1.[N:16]([O-])=[O:17].[Na+]. Product: [N:16]([C:15]1[C:14]2[C:9](=[CH:10][CH:11]=[CH:12][CH:13]=2)[NH:8][C:7]=1[C:1]1[CH:6]=[CH:5][CH:4]=[CH:3][CH:2]=1)=[O:17]. The catalyst class is: 86. (2) Reactant: [OH:1][CH2:2][C:3]1[C:4](=[O:14])[C:5]([CH3:13])=[C:6]([O:11][CH3:12])[C:7](=[O:10])[C:8]=1[CH3:9].[CH2:15]([C:19]1C(OC)=CC(C)=C(CO)C=1O)[CH2:16]CC.[O]N(S(=O)([O-])=O)S(=O)([O-])=O.[K+].[K+].P([O-])([O-])([O-])=O. Product: [CH2:13]([C:5]1[C:4](=[O:14])[C:3]([CH2:2][OH:1])=[C:8]([CH3:9])[C:7](=[O:10])[C:6]=1[O:11][CH3:12])[CH2:16][CH2:15][CH3:19]. The catalyst class is: 21. (3) Reactant: [OH-].[Na+].[F:3][C:4]1[CH:9]=[CH:8][C:7]([C:10]2[O:27][C:13]3[CH:14]=[C:15]([NH:22][S:23]([CH3:26])(=[O:25])=[O:24])[C:16]4[O:20][CH:19]([CH3:21])[CH2:18][C:17]=4[C:12]=3[C:11]=2[C:28]([O:30]C)=[O:29])=[CH:6][CH:5]=1. Product: [F:3][C:4]1[CH:9]=[CH:8][C:7]([C:10]2[O:27][C:13]3[CH:14]=[C:15]([NH:22][S:23]([CH3:26])(=[O:24])=[O:25])[C:16]4[O:20][CH:19]([CH3:21])[CH2:18][C:17]=4[C:12]=3[C:11]=2[C:28]([OH:30])=[O:29])=[CH:6][CH:5]=1. The catalyst class is: 14. (4) Reactant: [F:1][C:2]1[CH:7]=[CH:6][C:5]([F:8])=[CH:4][C:3]=1[C@H:9]1[CH2:13][CH2:12][CH2:11][N:10]1[C:14]1[CH:19]=[CH:18][N:17]2[N:20]=[CH:21][C:22](/[CH:23]=[CH:24]/[C:25](O)=[O:26])=[C:16]2[N:15]=1.CN(C(ON1N=NC2C=CC=NC1=2)=[N+](C)C)C.F[P-](F)(F)(F)(F)F.CCN(C(C)C)C(C)C.[CH3:61][C:62]1([OH:68])[CH2:67][CH2:66][NH:65][CH2:64][CH2:63]1. The catalyst class is: 3. Product: [F:1][C:2]1[CH:7]=[CH:6][C:5]([F:8])=[CH:4][C:3]=1[C@H:9]1[CH2:13][CH2:12][CH2:11][N:10]1[C:14]1[CH:19]=[CH:18][N:17]2[N:20]=[CH:21][C:22](/[CH:23]=[CH:24]/[C:25]([N:65]3[CH2:66][CH2:67][C:62]([OH:68])([CH3:61])[CH2:63][CH2:64]3)=[O:26])=[C:16]2[N:15]=1. (5) Reactant: [CH3:1][O:2][C:3]1[CH:8]=[CH:7][C:6]([O:9][CH3:10])=[CH:5][C:4]=1[CH2:11][C:12]([OH:14])=O.CC[N:17](CC)CC.[C:22]1([CH3:32])[CH:27]=[CH:26]C(S(Cl)(=O)=O)=CC=1.[Cl:33][C:34]1[N:39]=[CH:38][N:37]=[C:36](CCCC)[C:35]=1[NH2:44]. Product: [CH2:26]([NH:17][C:36]1[C:35]([NH:44][C:12](=[O:14])[CH2:11][C:4]2[CH:5]=[C:6]([O:9][CH3:10])[CH:7]=[CH:8][C:3]=2[O:2][CH3:1])=[C:34]([Cl:33])[N:39]=[CH:38][N:37]=1)[CH2:27][CH2:22][CH3:32]. The catalyst class is: 2. (6) Reactant: C([SiH](CC)CC)C.[CH2:8]([O:15][C:16]1[CH:21]=[CH:20][CH:19]=[CH:18][C:17]=1[CH:22]([C:24]1[CH:29]=[CH:28][C:27]([S:30][CH3:31])=[CH:26][CH:25]=1)O)[C:9]1[CH:14]=[CH:13][CH:12]=[CH:11][CH:10]=1.O. Product: [CH2:8]([O:15][C:16]1[CH:21]=[CH:20][CH:19]=[CH:18][C:17]=1[CH2:22][C:24]1[CH:29]=[CH:28][C:27]([S:30][CH3:31])=[CH:26][CH:25]=1)[C:9]1[CH:10]=[CH:11][CH:12]=[CH:13][CH:14]=1. The catalyst class is: 10. (7) Reactant: COC1C=C2C(=C(N)C=1)[N:9]=C(C)C=C2.C[C:16]1[CH:21]=[CH:20][C:19]([S:22](Cl)(=[O:24])=[O:23])=[C:18]([N+:26]([O-:28])=[O:27])[CH:17]=1. Product: [N+:26]([C:18]1[CH:17]=[CH:16][CH:21]=[CH:20][C:19]=1[S:22]([NH2:9])(=[O:24])=[O:23])([O-:28])=[O:27]. The catalyst class is: 17. (8) Reactant: [CH:1]1([C:7]#[N:8])[CH2:6][CH2:5][CH2:4][CH2:3][CH2:2]1.[CH2:9]([OH:11])[CH3:10].[ClH:12]. Product: [ClH:12].[CH2:9]([O:11][C:7]([CH:1]1[CH2:6][CH2:5][CH2:4][CH2:3][CH2:2]1)=[NH:8])[CH3:10]. The catalyst class is: 12. (9) Product: [CH3:31][C:29]1[CH:28]=[CH:27][C:25]2[S:26][C:22]([S:19]([NH:1][C:2]3[CH:11]=[CH:10][C:5]([C:6]([O:8][CH3:9])=[O:7])=[CH:4][C:3]=3[S:12]([CH3:15])(=[O:14])=[O:13])(=[O:21])=[O:20])=[C:23]([CH3:32])[C:24]=2[CH:30]=1. Reactant: [NH2:1][C:2]1[CH:11]=[CH:10][C:5]([C:6]([O:8][CH3:9])=[O:7])=[CH:4][C:3]=1[S:12]([CH3:15])(=[O:14])=[O:13].[H-].[Na+].Cl[S:19]([C:22]1[S:26][C:25]2[CH:27]=[CH:28][C:29]([CH3:31])=[CH:30][C:24]=2[C:23]=1[CH3:32])(=[O:21])=[O:20]. The catalyst class is: 1.